From a dataset of Forward reaction prediction with 1.9M reactions from USPTO patents (1976-2016). Predict the product of the given reaction. (1) Given the reactants C[O:2][CH:3](OC)[C:4]1[CH:5]=[CH:6][C:7]([O:13][CH2:14][CH2:15][N:16]2[CH2:21][CH2:20][O:19][CH2:18][CH2:17]2)=[C:8]([CH:12]=1)[C:9](O)=[O:10].[NH4+].O[N:26]1C2C=CC=CC=2N=N1.Cl.C(N=C=NCCCN(C)C)C, predict the reaction product. The product is: [CH:3]([C:4]1[CH:5]=[CH:6][C:7]([O:13][CH2:14][CH2:15][N:16]2[CH2:21][CH2:20][O:19][CH2:18][CH2:17]2)=[C:8]([CH:12]=1)[C:9]([NH2:26])=[O:10])=[O:2]. (2) Given the reactants [C:1]([CH:5]1[CH2:10][CH2:9][CH:8]([N:11]([CH2:24][C:25]2[CH:33]=[CH:32][C:28]([C:29]([OH:31])=O)=[CH:27][CH:26]=2)[C:12]2[N:16]([CH3:17])[C:15]3[CH:18]=[CH:19][C:20]([O:22][CH3:23])=[CH:21][C:14]=3[N:13]=2)[CH2:7][CH2:6]1)([CH3:4])([CH3:3])[CH3:2].O.[NH:35]1[C:39]([NH2:40])=[N:38][N:37]=[N:36]1.C1C=CC2N(O)N=NC=2C=1.CCN(C(C)C)C(C)C.C(Cl)CCl, predict the reaction product. The product is: [C:1]([CH:5]1[CH2:10][CH2:9][CH:8]([N:11]([CH2:24][C:25]2[CH:26]=[CH:27][C:28]([C:29]([NH:40][C:39]3[NH:38][N:37]=[N:36][N:35]=3)=[O:31])=[CH:32][CH:33]=2)[C:12]2[N:16]([CH3:17])[C:15]3[CH:18]=[CH:19][C:20]([O:22][CH3:23])=[CH:21][C:14]=3[N:13]=2)[CH2:7][CH2:6]1)([CH3:3])([CH3:2])[CH3:4].